This data is from Forward reaction prediction with 1.9M reactions from USPTO patents (1976-2016). The task is: Predict the product of the given reaction. (1) Given the reactants [Br:1][C:2]1[CH:3]=[C:4]([OH:8])[CH:5]=[CH:6][CH:7]=1.Cl.Cl[CH2:11][CH2:12][N:13]([CH3:15])[CH3:14].C(=O)([O-])[O-].[K+].[K+].[I-].[K+], predict the reaction product. The product is: [Br:1][C:2]1[CH:3]=[C:4]([CH:5]=[CH:6][CH:7]=1)[O:8][CH2:11][CH2:12][N:13]([CH3:15])[CH3:14]. (2) The product is: [F:29][C:30]([F:43])([F:42])[S:31]([O:13][C:12]1[C:6]2[O:5][C:4]([CH:1]3[CH2:3][CH2:2]3)=[N:8][C:7]=2[C:9]([C:22]#[N:23])=[C:10]([CH3:21])[C:11]=1[C:15]1[CH:20]=[CH:19][CH:18]=[CH:17][CH:16]=1)(=[O:33])=[O:32]. Given the reactants [CH:1]1([C:4]2[O:5][C:6]3[C:7](=[C:9]([C:22]#[N:23])[C:10]([CH3:21])=[C:11]([C:15]4[CH:20]=[CH:19][CH:18]=[CH:17][CH:16]=4)[C:12]=3[O:13]C)[N:8]=2)[CH2:3][CH2:2]1.C([O-])(=O)C.[Na+].[F:29][C:30]([F:43])([F:42])[S:31](O[S:31]([C:30]([F:43])([F:42])[F:29])(=[O:33])=[O:32])(=[O:33])=[O:32], predict the reaction product. (3) Given the reactants Cl.[Cl:2][C:3]1[CH:8]=[CH:7][C:6]([O:9][CH2:10][CH:11]2[CH2:16][CH2:15][NH:14][CH2:13][CH2:12]2)=[CH:5][N:4]=1.[CH2:17]([C:19]1([CH2:22][CH3:23])[CH2:21][O:20]1)[CH3:18].C([O-])([O-])=O.[K+].[K+].O, predict the reaction product. The product is: [Cl:2][C:3]1[N:4]=[CH:5][C:6]([O:9][CH2:10][CH:11]2[CH2:16][CH2:15][N:14]([CH2:21][C:19]([OH:20])([CH2:22][CH3:23])[CH2:17][CH3:18])[CH2:13][CH2:12]2)=[CH:7][CH:8]=1. (4) The product is: [Cl:33][C:27]1[CH:28]=[CH:29][CH:30]=[C:31]([Cl:32])[C:26]=1[C:25]([NH:24][C@@H:4]([CH2:5]/[CH:6]=[CH:7]/[C:8]1[CH:9]=[CH:10][C:11]([N:14]([CH:21]([CH3:23])[CH3:22])[C:15]2[N:16]=[CH:17][CH:18]=[CH:19][N:20]=2)=[CH:12][CH:13]=1)[C:3]([OH:35])=[O:2])=[O:34]. Given the reactants C[O:2][C:3](=[O:35])[C@@H:4]([NH:24][C:25](=[O:34])[C:26]1[C:31]([Cl:32])=[CH:30][CH:29]=[CH:28][C:27]=1[Cl:33])[CH2:5]/[CH:6]=[CH:7]/[C:8]1[CH:13]=[CH:12][C:11]([N:14]([CH:21]([CH3:23])[CH3:22])[C:15]2[N:20]=[CH:19][CH:18]=[CH:17][N:16]=2)=[CH:10][CH:9]=1.[OH-].[Li+].O, predict the reaction product. (5) Given the reactants [CH2:1]([O:8][C:9]1[C:14]([N+:15]([O-:17])=[O:16])=[C:13](Cl)[CH:12]=[CH:11][N:10]=1)[C:2]1[CH:7]=[CH:6][CH:5]=[CH:4][CH:3]=1.C([O-])([O-])=O.[Na+].[Na+].[Cl:25][C:26]1[CH:31]=[C:30]([O:32][CH3:33])[CH:29]=[CH:28][C:27]=1B(O)O.CCOC(C)=O, predict the reaction product. The product is: [CH2:1]([O:8][C:9]1[C:14]([N+:15]([O-:17])=[O:16])=[C:13]([C:27]2[CH:28]=[CH:29][C:30]([O:32][CH3:33])=[CH:31][C:26]=2[Cl:25])[CH:12]=[CH:11][N:10]=1)[C:2]1[CH:7]=[CH:6][CH:5]=[CH:4][CH:3]=1. (6) The product is: [NH2:1][C@@H:2]([C:7]([OH:9])=[O:8])[C@H:3]([CH2:5][CH3:6])[CH3:4]. Given the reactants [NH2:1][C@H:2]([C:7]([OH:9])=[O:8])[C@H:3]([CH2:5][CH3:6])[CH3:4].N1CC(=O)NC1=O.N1CC(=O)NC1=O.N[C@@H](C(O)=O)[C@H](CC)C.C(N[C@@H](C(O)=O)[C@H](CC)C)(=O)N, predict the reaction product. (7) The product is: [Br:10][C:7]1[CH:8]=[CH:9][C:2]([F:1])=[C:3]([C:4]([C:11]2[CH:16]=[CH:15][CH:14]=[CH:13][CH:12]=2)=[O:5])[CH:6]=1. Given the reactants [F:1][C:2]1[CH:9]=[CH:8][C:7]([Br:10])=[CH:6][C:3]=1[CH:4]=[O:5].[C:11]1([Mg]Br)[CH:16]=[CH:15][CH:14]=[CH:13][CH:12]=1, predict the reaction product.